Dataset: Full USPTO retrosynthesis dataset with 1.9M reactions from patents (1976-2016). Task: Predict the reactants needed to synthesize the given product. (1) Given the product [CH3:26][O:25][C:18]1[C:19]([O:23][CH3:24])=[CH:20][CH:21]=[C:22]2[C:17]=1[CH2:16][CH2:15][CH:14]2[N:5]1[C:6]2=[N:7][C:8]([CH3:13])=[CH:9][C:10]([CH3:12])=[C:11]2[C:3]([C:1]#[N:2])=[C:4]1/[CH:27]=[CH:28]/[C:29]([N:31]1[CH2:32][CH:37]([CH3:36])[O:62][CH:59]([CH3:60])[CH2:58]1)=[O:30], predict the reactants needed to synthesize it. The reactants are: [C:1]([C:3]1[C:11]2[C:6](=[N:7][C:8]([CH3:13])=[CH:9][C:10]=2[CH3:12])[N:5]([CH:14]2[C:22]3[C:17](=[C:18]([O:25][CH3:26])[C:19]([O:23][CH3:24])=[CH:20][CH:21]=3)[CH2:16][CH2:15]2)[C:4]=1/[CH:27]=[CH:28]/[C:29]([NH:31][CH:32]1[CH2:37][CH2:36]OC(C)(C)C1)=[O:30])#[N:2].C(C1C2C(=NC(C)=CC=2C)N(C2C[C:60]3C(=CC=[C:58](OC)[C:59]=3[O:62]C)C2)C=1/C=C/C(O)=O)#N.CC1OC(C)CNC1. (2) Given the product [O:19]1[CH2:3][CH:2]1[CH2:1][N:4]1[CH2:8][C:7](=[O:9])[NH:6][C:5]1=[O:10], predict the reactants needed to synthesize it. The reactants are: [CH2:1]([N:4]1[CH2:8][C:7](=[O:9])[NH:6][C:5]1=[O:10])[CH:2]=[CH2:3].ClC1C=C(C(OO)=[O:19])C=CC=1.S(=O)(O)[O-]. (3) Given the product [C:1]([O:5][C@@H:6]([C:11]1[C:16]([CH3:17])=[CH:15][N:14]2[N:18]=[C:19]([C:21]3[S:52][C:24]([CH2:25][C:26]4[CH:31]=[CH:30][C:29]([F:32])=[CH:28][CH:27]=4)=[CH:23][N:22]=3)[CH:20]=[C:13]2[C:12]=1[N:35]1[CH2:40][CH2:39][C:38]([CH3:42])([CH3:41])[CH2:37][CH2:36]1)[C:7]([OH:9])=[O:8])([CH3:4])([CH3:3])[CH3:2], predict the reactants needed to synthesize it. The reactants are: [C:1]([O:5][C@@H:6]([C:11]1[C:16]([CH3:17])=[CH:15][N:14]2[N:18]=[C:19]([C:21](=O)[NH:22][CH2:23][C:24](=O)[CH2:25][C:26]3[CH:31]=[CH:30][C:29]([F:32])=[CH:28][CH:27]=3)[CH:20]=[C:13]2[C:12]=1[N:35]1[CH2:40][CH2:39][C:38]([CH3:42])([CH3:41])[CH2:37][CH2:36]1)[C:7]([O:9]C)=[O:8])([CH3:4])([CH3:3])[CH3:2].COC1C=CC(P2(SP(C3C=CC(OC)=CC=3)(=S)S2)=[S:52])=CC=1. (4) Given the product [C:41]([N:33]([C:34]1[CH:35]=[CH:36][C:37]([Cl:40])=[CH:38][CH:39]=1)[C@H:26]1[C:27]2[C:32](=[CH:31][CH:30]=[CH:29][CH:28]=2)[N:23]([C:21]([C:18]2[CH:19]=[CH:20][C:15]([O:14][CH2:13][CH2:12][CH2:11][N:7]3[CH:8]=[CH:9][N:10]=[C:6]3[C:4]([OH:5])=[O:3])=[CH:16][CH:17]=2)=[O:22])[C@@H:24]([CH3:44])[CH2:25]1)(=[O:43])[CH3:42], predict the reactants needed to synthesize it. The reactants are: C([O:3][C:4]([C:6]1[N:7]([CH2:11][CH2:12][CH2:13][O:14][C:15]2[CH:20]=[CH:19][C:18]([C:21]([N:23]3[C:32]4[C:27](=[CH:28][CH:29]=[CH:30][CH:31]=4)[C@H:26]([N:33]([C:41](=[O:43])[CH3:42])[C:34]4[CH:39]=[CH:38][C:37]([Cl:40])=[CH:36][CH:35]=4)[CH2:25][C@@H:24]3[CH3:44])=[O:22])=[CH:17][CH:16]=2)[CH:8]=[CH:9][N:10]=1)=[O:5])C.C(O)C.[OH-].[Na+]. (5) Given the product [F:42][CH:2]([F:1])[C:3]1[N:7]([C:8]2[N:13]=[C:12]([N:14]3[CH2:15][CH2:16][O:17][CH2:18][CH2:19]3)[N:11]=[C:10]([N:20]([CH2:27][CH2:28][CH2:29][N:30]3[CH2:31][CH2:32][N:33]([S:44]([CH3:43])(=[O:46])=[O:45])[CH2:34][CH2:35]3)[CH:21]3[CH2:22][CH2:23][N:24]([S:44]([CH3:43])(=[O:46])=[O:45])[CH2:25][CH2:26]3)[N:9]=2)[C:6]2[CH:36]=[CH:37][CH:38]=[C:39]([O:40][CH3:41])[C:5]=2[N:4]=1, predict the reactants needed to synthesize it. The reactants are: [F:1][CH:2]([F:42])[C:3]1[N:7]([C:8]2[N:13]=[C:12]([N:14]3[CH2:19][CH2:18][O:17][CH2:16][CH2:15]3)[N:11]=[C:10]([N:20]([CH2:27][CH2:28][CH2:29][N:30]3[CH2:35][CH2:34][NH:33][CH2:32][CH2:31]3)[CH:21]3[CH2:26][CH2:25][NH:24][CH2:23][CH2:22]3)[N:9]=2)[C:6]2[CH:36]=[CH:37][CH:38]=[C:39]([O:40][CH3:41])[C:5]=2[N:4]=1.[CH3:43][S:44](Cl)(=[O:46])=[O:45]. (6) Given the product [OH:18][CH:13]([CH2:14][CH2:15][CH2:16][CH3:17])[CH2:12][CH2:11][CH2:10][CH2:9][CH2:8][C:4]([CH3:3])([CH3:19])[C:5]([OH:7])=[O:6], predict the reactants needed to synthesize it. The reactants are: [BH4-].[Na+].[CH3:3][C:4]([CH3:19])([CH2:8][CH2:9][CH2:10][CH2:11][CH2:12][C:13](=[O:18])[CH2:14][CH2:15][CH2:16][CH3:17])[C:5]([OH:7])=[O:6].C([O-])([O-])=O.[Na+].[Na+].Cl. (7) Given the product [C:15]1([CH2:14][N:11]2[CH2:12][CH2:13][CH:8]([N:7]3[CH:1]=[N:3][NH:4][C:5]3=[O:6])[CH2:9][CH2:10]2)[CH:20]=[CH:19][CH:18]=[CH:17][CH:16]=1, predict the reactants needed to synthesize it. The reactants are: [CH:1]([NH:3][NH:4][C:5]([NH:7][CH:8]1[CH2:13][CH2:12][N:11]([CH2:14][C:15]2[CH:20]=[CH:19][CH:18]=[CH:17][CH:16]=2)[CH2:10][CH2:9]1)=[O:6])=O.[OH-].[K+].Cl. (8) Given the product [F:1][C:2]1[CH:3]=[C:4]2[C:10]([I:11])=[N:9][N:8]([CH2:15][C:14]3[CH:17]=[CH:18][CH:19]=[CH:20][C:13]=3[F:12])[C:5]2=[N:6][CH:7]=1, predict the reactants needed to synthesize it. The reactants are: [F:1][C:2]1[CH:3]=[C:4]2[C:10]([I:11])=[N:9][NH:8][C:5]2=[N:6][CH:7]=1.[F:12][C:13]1[CH:20]=[CH:19][CH:18]=[CH:17][C:14]=1[CH2:15]Br.C(=O)([O-])[O-].[Cs+].[Cs+].[Cl-].[Na+]. (9) Given the product [Br:1][C:2]1[CH:3]=[N:4][C:5]2[N:6]([N:8]=[C:9]([C:11]([N:16]3[CH2:17][CH2:18][C:19]4[NH:23][CH:22]=[CH:21][C:20]=4[CH:15]3[CH3:14])=[O:13])[CH:10]=2)[CH:7]=1, predict the reactants needed to synthesize it. The reactants are: [Br:1][C:2]1[CH:3]=[N:4][C:5]2[N:6]([N:8]=[C:9]([C:11]([OH:13])=O)[CH:10]=2)[CH:7]=1.[CH3:14][CH:15]1[C:20]2[CH:21]=[CH:22][NH:23][C:19]=2[CH2:18][CH2:17][NH:16]1.